This data is from Full USPTO retrosynthesis dataset with 1.9M reactions from patents (1976-2016). The task is: Predict the reactants needed to synthesize the given product. Given the product [F:1][C:2]1[CH:3]=[C:4]([OH:11])[C:5](=[CH:9][CH:10]=1)[C:6]([O:8][CH3:17])=[O:7], predict the reactants needed to synthesize it. The reactants are: [F:1][C:2]1[CH:3]=[C:4]([OH:11])[C:5](=[CH:9][CH:10]=1)[C:6]([OH:8])=[O:7].S(=O)(=O)(O)O.[CH3:17]O.